Dataset: Forward reaction prediction with 1.9M reactions from USPTO patents (1976-2016). Task: Predict the product of the given reaction. (1) Given the reactants [CH3:1][O:2][C:3]1[CH:4]=[C:5]([NH:15][C:16]2[N:20]=[C:19]([NH2:21])[NH:18][N:17]=2)[CH:6]=[CH:7][C:8]=1[N:9]1[CH:13]=[C:12]([CH3:14])[N:11]=[CH:10]1.[C:22]([CH:30]1[CH2:35][CH2:34][CH2:33][CH2:32][C:31]1=O)(=[O:29])[C:23]1[CH:28]=[CH:27][CH:26]=[CH:25][CH:24]=1, predict the reaction product. The product is: [C:3]([OH:2])(=[O:29])[CH3:4].[CH3:1][O:2][C:3]1[CH:4]=[C:5]([NH:15][C:16]2[N:20]=[C:19]3[N:21]=[C:31]4[C:30](=[C:22]([C:23]5[CH:24]=[CH:25][CH:26]=[CH:27][CH:28]=5)[N:18]3[N:17]=2)[CH2:35][CH2:34][CH2:33][CH2:32]4)[CH:6]=[CH:7][C:8]=1[N:9]1[CH:13]=[C:12]([CH3:14])[N:11]=[CH:10]1. (2) Given the reactants Cl.C(O[C:5](=[NH:7])[CH3:6])C.[F:8][C:9]1[CH:18]=[CH:17][C:12]([C:13]([NH:15][NH2:16])=[O:14])=[CH:11][CH:10]=1, predict the reaction product. The product is: [NH:7]=[C:5]([N:15]([C:13](=[O:14])[C:12]1[CH:17]=[CH:18][C:9]([F:8])=[CH:10][CH:11]=1)[NH2:16])[CH3:6]. (3) Given the reactants Br[C:2]1[S:3][CH:4]=[C:5]([Br:7])[N:6]=1.C([Li])CCC.[Cl:13][C:14]1[N:19]=[C:18](Cl)[CH:17]=[CH:16][N:15]=1.O.C(C1C(=O)C(Cl)=C(Cl)C(=O)C=1C#N)#N.[OH-].[Na+], predict the reaction product. The product is: [Br:7][C:5]1[N:6]=[C:2]([C:16]2[CH:17]=[CH:18][N:19]=[C:14]([Cl:13])[N:15]=2)[S:3][CH:4]=1. (4) Given the reactants [Br:1][CH2:2][C:3]1[CH:12]=[CH:11][C:6]([C:7](OC)=[O:8])=[CH:5][CH:4]=1, predict the reaction product. The product is: [Br:1][CH2:2][C:3]1[CH:12]=[CH:11][C:6]([CH2:7][OH:8])=[CH:5][CH:4]=1.